From a dataset of Catalyst prediction with 721,799 reactions and 888 catalyst types from USPTO. Predict which catalyst facilitates the given reaction. (1) Reactant: [CH3:1][N:2]1[CH:6]=[C:5]([C:7]2[CH:8]=[N:9][C:10]3[C:15]([CH:16]=2)=[CH:14][C:13]([CH2:17][C:18]2[N:22]4[N:23]=[C:24]([C:27](=O)[CH3:28])[CH:25]=[CH:26][C:21]4=[N:20][N:19]=2)=[CH:12][CH:11]=3)[CH:4]=[N:3]1.Cl.[CH3:31][O:32][NH2:33].Cl. Product: [CH3:31][O:32][N:33]=[C:27]([C:24]1[CH:25]=[CH:26][C:21]2[N:22]([C:18]([CH2:17][C:13]3[CH:14]=[C:15]4[C:10](=[CH:11][CH:12]=3)[N:9]=[CH:8][C:7]([C:5]3[CH:4]=[N:3][N:2]([CH3:1])[CH:6]=3)=[CH:16]4)=[N:19][N:20]=2)[N:23]=1)[CH3:28]. The catalyst class is: 5. (2) Reactant: [C:1]([NH:8][C@H:9]([C:16]([O:18][CH3:19])=[O:17])[CH2:10][CH2:11][C:12]([O:14][CH3:15])=[O:13])([O:3][C:4]([CH3:7])([CH3:6])[CH3:5])=[O:2].C[Si]([N-][Si](C)(C)C)(C)C.[Li+].[I:30][CH2:31][CH2:32][CH2:33][CH2:34][CH2:35][CH2:36]I. Product: [C:4]([O:3][C:1]([NH:8][C@@H:9]([CH2:10][C@H:11]([CH2:36][CH2:35][CH2:34][CH2:33][CH2:32][CH2:31][I:30])[C:12]([O:14][CH3:15])=[O:13])[C:16]([O:18][CH3:19])=[O:17])=[O:2])([CH3:7])([CH3:6])[CH3:5]. The catalyst class is: 7.